Predict the reaction yield, written as a fraction of the theoretical maximum amount of product (1.0 means a 100% yield; for example, 0.34 means a 34% yield). From a dataset of Reaction yield outcomes from USPTO patents with 853,638 reactions. (1) The reactants are [NH2:1][C:2]1[C:7]([F:8])=[C:6]([C:9]2[CH:14]=[CH:13][C:12]([C:15]([F:18])([F:17])[F:16])=[C:11]([F:19])[CH:10]=2)[N:5]=[C:4]([C:20]([O:22][CH3:23])=[O:21])[CH:3]=1.[I:24](O)(=O)(=O)=O.II. The catalyst is CO. The product is [NH2:1][C:2]1[C:7]([F:8])=[C:6]([C:9]2[CH:14]=[CH:13][C:12]([C:15]([F:18])([F:17])[F:16])=[C:11]([F:19])[CH:10]=2)[N:5]=[C:4]([C:20]([O:22][CH3:23])=[O:21])[C:3]=1[I:24]. The yield is 0.920. (2) The reactants are [CH3:1][C:2]1[C:16](=[O:17])[N:15]=[C:14]2[N:4]([C@@H:5]3[O:9][C@H:8]([CH2:10][OH:11])[C@@H:7]([OH:12])[C@@H:6]3[O:13]2)[CH:3]=1.[CH3:18][O:19][CH2:20][CH2:21][O:22]B([O:22][CH2:21][CH2:20][O:19][CH3:18])[O:22][CH2:21][CH2:20][O:19][CH3:18]. The catalyst is COCCO. The product is [CH3:18][O:19][CH2:20][CH2:21][O:22][C@@H:6]1[C@H:7]([OH:12])[C@@H:8]([CH2:10][OH:11])[O:9][C@H:5]1[N:4]1[CH:3]=[C:2]([CH3:1])[C:16](=[O:17])[NH:15][C:14]1=[O:13]. The yield is 0.630.